This data is from Full USPTO retrosynthesis dataset with 1.9M reactions from patents (1976-2016). The task is: Predict the reactants needed to synthesize the given product. Given the product [CH2:9]1[C@H:10]2[CH2:15][CH2:14][C@H:13]([NH:16][C:17](=[O:23])[O:18][C:19]([CH3:21])([CH3:20])[CH3:22])[C@H:11]2[CH2:12][NH:8]1, predict the reactants needed to synthesize it. The reactants are: C([N:8]1[CH2:12][C@@H:11]2[C@@H:13]([NH:16][C:17](=[O:23])[O:18][C:19]([CH3:22])([CH3:21])[CH3:20])[CH2:14][CH2:15][C@@H:10]2[CH2:9]1)C1C=CC=CC=1.[H][H].